Task: Predict the reactants needed to synthesize the given product.. Dataset: Full USPTO retrosynthesis dataset with 1.9M reactions from patents (1976-2016) (1) Given the product [CH2:23]([O:22][P:20]([NH:17][C:3]1[C:2]([F:1])=[CH:7][N:6]=[C:5]([O:8][CH2:9][C:10]2[CH:11]=[CH:12][C:13]([F:16])=[CH:14][CH:15]=2)[N:4]=1)(=[O:21])[O:25][CH2:26][CH3:27])[CH3:24], predict the reactants needed to synthesize it. The reactants are: [F:1][C:2]1[C:3]([NH2:17])=[N:4][C:5]([O:8][CH2:9][C:10]2[CH:15]=[CH:14][C:13]([F:16])=[CH:12][CH:11]=2)=[N:6][CH:7]=1.[H-].[Na+].[P:20](Cl)([O:25][CH2:26][CH3:27])([O:22][CH2:23][CH3:24])=[O:21]. (2) Given the product [CH:28]1([NH:30][C:21]([C:6]2[N:7]=[N:8][N:9]([C:10]3[CH:15]=[CH:14][C:13]([C:16]([NH:18][CH2:19][CH3:20])=[O:17])=[CH:12][CH:11]=3)[C:5]=2[CH2:4][CH:1]2[CH2:3][CH2:2]2)=[O:22])[CH2:29][CH2:27]1, predict the reactants needed to synthesize it. The reactants are: [CH:1]1([CH2:4][C:5]2[N:9]([C:10]3[CH:15]=[CH:14][C:13]([C:16]([NH:18][CH2:19][CH3:20])=[O:17])=[CH:12][CH:11]=3)[N:8]=[N:7][C:6]=2[C:21](O)=[O:22])[CH2:3][CH2:2]1.C1C=C[C:27]2N(O)N=[N:30][C:28]=2[CH:29]=1.C1(N)CC1.CCN=C=NCCCN(C)C. (3) Given the product [F:29][C:5]([F:28])([CH2:6][NH:7][C:8]1[N:13]=[C:12]([NH:14][C:15]2[N:20]=[CH:19][C:18]3[N:21]=[C:22]([CH3:27])[N:23]([CH:24]([CH3:25])[CH3:26])[C:17]=3[CH:16]=2)[CH:11]=[CH:10][N:9]=1)[C:4]([OH:30])=[O:3], predict the reactants needed to synthesize it. The reactants are: C([O:3][C:4](=[O:30])[C:5]([F:29])([F:28])[CH2:6][NH:7][C:8]1[N:13]=[C:12]([NH:14][C:15]2[N:20]=[CH:19][C:18]3[N:21]=[C:22]([CH3:27])[N:23]([CH:24]([CH3:26])[CH3:25])[C:17]=3[CH:16]=2)[CH:11]=[CH:10][N:9]=1)C.O.[OH-].[Li+].O. (4) Given the product [OH:35][C:36]1[CH:37]=[C:38]([CH:41]=[CH:42][C:43]=1[F:44])[CH2:39][NH:3][CH2:4][CH2:5][CH2:6][CH2:7][CH2:8][CH2:9][CH2:10][CH2:11][CH2:12][N:13]1[CH2:18][CH2:17][CH:16]([O:19][C:20](=[O:34])[NH:21][C:22]2[CH:27]=[CH:26][CH:25]=[CH:24][C:23]=2[C:28]2[CH:33]=[CH:32][CH:31]=[CH:30][CH:29]=2)[CH2:15][CH2:14]1, predict the reactants needed to synthesize it. The reactants are: Cl.Cl.[NH2:3][CH2:4][CH2:5][CH2:6][CH2:7][CH2:8][CH2:9][CH2:10][CH2:11][CH2:12][N:13]1[CH2:18][CH2:17][CH:16]([O:19][C:20](=[O:34])[NH:21][C:22]2[CH:27]=[CH:26][CH:25]=[CH:24][C:23]=2[C:28]2[CH:33]=[CH:32][CH:31]=[CH:30][CH:29]=2)[CH2:15][CH2:14]1.[OH:35][C:36]1[CH:37]=[C:38]([CH:41]=[CH:42][C:43]=1[F:44])[CH:39]=O. (5) Given the product [Br:19][C:8]1[N:7]2[C:2]([Cl:1])=[N:3][C:4]([C:11]3[CH:16]=[CH:15][C:14]([Cl:17])=[CH:13][C:12]=3[Cl:18])=[CH:5][C:6]2=[N:10][CH:9]=1, predict the reactants needed to synthesize it. The reactants are: [Cl:1][C:2]1[N:7]2[CH:8]=[CH:9][N:10]=[C:6]2[CH:5]=[C:4]([C:11]2[CH:16]=[CH:15][C:14]([Cl:17])=[CH:13][C:12]=2[Cl:18])[N:3]=1.[Br:19]N1C(=O)CCC1=O. (6) Given the product [CH3:12][C:8]1[CH:7]=[CH:6][C:5]2[C:10](=[CH:11][C:2]([CH3:16])=[C:3]([OH:13])[CH:4]=2)[N:9]=1, predict the reactants needed to synthesize it. The reactants are: Cl[C:2]1[CH:11]=[C:10]2[C:5]([CH:6]=[CH:7][C:8]([CH3:12])=[N:9]2)=[CH:4][C:3]=1[O:13]C.N[C:16]1C=CC(O)=C(C)C=1. (7) Given the product [F:13][C:10]1[CH:11]=[CH:12][C:7]2[S:6][C:5]3[CH:14]=[CH:15][CH:16]=[CH:17][C:4]=3[N:3]=[C:2]([N:18]3[CH2:23][CH2:22][NH:21][CH2:20][CH2:19]3)[C:8]=2[CH:9]=1, predict the reactants needed to synthesize it. The reactants are: Cl[C:2]1[C:8]2[CH:9]=[C:10]([F:13])[CH:11]=[CH:12][C:7]=2[S:6][C:5]2[CH:14]=[CH:15][CH:16]=[CH:17][C:4]=2[N:3]=1.[NH:18]1[CH2:23][CH2:22][NH:21][CH2:20][CH2:19]1.